Dataset: Reaction yield outcomes from USPTO patents with 853,638 reactions. Task: Predict the reaction yield, written as a fraction of the theoretical maximum amount of product (1.0 means a 100% yield; for example, 0.34 means a 34% yield). The reactants are [F:1][C:2]1[CH:7]=[CH:6][C:5]([C:8]2[CH:9]=[N:10][N:11]([CH3:13])[CH:12]=2)=[CH:4][C:3]=1[N:14]1[CH:19]=[C:18]([O:20][CH3:21])[C:17](=[O:22])[C:16]([C:23](N(OC)C)=[O:24])=[N:15]1.[CH3:29][Mg+].[Br-]. The catalyst is C1COCC1. The product is [C:23]([C:16]1[C:17](=[O:22])[C:18]([O:20][CH3:21])=[CH:19][N:14]([C:3]2[CH:4]=[C:5]([C:8]3[CH:9]=[N:10][N:11]([CH3:13])[CH:12]=3)[CH:6]=[CH:7][C:2]=2[F:1])[N:15]=1)(=[O:24])[CH3:29]. The yield is 0.850.